This data is from Forward reaction prediction with 1.9M reactions from USPTO patents (1976-2016). The task is: Predict the product of the given reaction. The product is: [F:2][C:3]1[CH:8]=[CH:7][C:6]([NH:9]/[N:10]=[C:13](\[CH3:16])/[CH:14]=[O:15])=[CH:5][CH:4]=1. Given the reactants Cl.[F:2][C:3]1[CH:8]=[CH:7][C:6]([NH:9][NH2:10])=[CH:5][CH:4]=1.O.O=[C:13]([CH3:16])[CH:14]=[O:15], predict the reaction product.